This data is from Full USPTO retrosynthesis dataset with 1.9M reactions from patents (1976-2016). The task is: Predict the reactants needed to synthesize the given product. (1) The reactants are: C(Cl)(=O)C(Cl)=O.CS(C)=O.[O:11]1[C:20]2[CH:19]=[C:18]([CH2:21][OH:22])[N:17]=[CH:16][C:15]=2[O:14][CH2:13][CH2:12]1.C(N(CC)CC)C. Given the product [O:11]1[C:20]2[CH:19]=[C:18]([CH:21]=[O:22])[N:17]=[CH:16][C:15]=2[O:14][CH2:13][CH2:12]1, predict the reactants needed to synthesize it. (2) The reactants are: [CH3:1][N:2]1[CH2:25][CH2:24][C:5]2[N:6]([CH2:14][C:15]([C:18]3[CH:19]=[N:20][CH:21]=[CH:22][CH:23]=3)([OH:17])[CH3:16])[C:7]3[CH:8]=[CH:9][C:10]([CH3:13])=[CH:11][C:12]=3[C:4]=2[CH2:3]1.[H-].[Na+].[C:28](OC(=O)C)(=[O:30])[CH3:29]. Given the product [CH3:1][N:2]1[CH2:25][CH2:24][C:5]2[N:6]([CH2:14][C:15]([O:17][C:28](=[O:30])[CH3:29])([CH3:16])[C:18]3[CH:19]=[N:20][CH:21]=[CH:22][CH:23]=3)[C:7]3[CH:8]=[CH:9][C:10]([CH3:13])=[CH:11][C:12]=3[C:4]=2[CH2:3]1, predict the reactants needed to synthesize it.